Dataset: Peptide-MHC class I binding affinity with 185,985 pairs from IEDB/IMGT. Task: Regression. Given a peptide amino acid sequence and an MHC pseudo amino acid sequence, predict their binding affinity value. This is MHC class I binding data. (1) The peptide sequence is WYSADLVC. The MHC is HLA-B27:05 with pseudo-sequence HLA-B27:05. The binding affinity (normalized) is 0. (2) The peptide sequence is SHLECRTFF. The MHC is HLA-B46:01 with pseudo-sequence HLA-B46:01. The binding affinity (normalized) is 0.0847. (3) The peptide sequence is SLVYVNGVV. The MHC is HLA-A02:01 with pseudo-sequence HLA-A02:01. The binding affinity (normalized) is 0.359. (4) The peptide sequence is ITDVIVQSI. The binding affinity (normalized) is 0.487. The MHC is HLA-A32:01 with pseudo-sequence HLA-A32:01. (5) The peptide sequence is LYQKTGESS. The MHC is HLA-A24:02 with pseudo-sequence HLA-A24:02. The binding affinity (normalized) is 0.0887.